This data is from Peptide-MHC class I binding affinity with 185,985 pairs from IEDB/IMGT. The task is: Regression. Given a peptide amino acid sequence and an MHC pseudo amino acid sequence, predict their binding affinity value. This is MHC class I binding data. (1) The peptide sequence is REQASYLYV. The MHC is HLA-B08:03 with pseudo-sequence HLA-B08:03. The binding affinity (normalized) is 0.0847. (2) The peptide sequence is RLYQYSFAK. The MHC is HLA-B15:42 with pseudo-sequence YYAMYREISTNTYESNLYWTYNLYTWAELAYTWY. The binding affinity (normalized) is 0.213. (3) The peptide sequence is YMKAPSGAL. The MHC is HLA-B07:02 with pseudo-sequence HLA-B07:02. The binding affinity (normalized) is 0.797. (4) The peptide sequence is MSYSSVMIL. The MHC is H-2-Kb with pseudo-sequence H-2-Kb. The binding affinity (normalized) is 0.501. (5) The peptide sequence is WTALMFAAY. The MHC is HLA-A26:01 with pseudo-sequence HLA-A26:01. The binding affinity (normalized) is 0.543. (6) The peptide sequence is DKYGWLCKMH. The MHC is HLA-A68:01 with pseudo-sequence HLA-A68:01. The binding affinity (normalized) is 0.